This data is from Peptide-MHC class II binding affinity with 134,281 pairs from IEDB. The task is: Regression. Given a peptide amino acid sequence and an MHC pseudo amino acid sequence, predict their binding affinity value. This is MHC class II binding data. (1) The peptide sequence is GEIYKRWIILGLNKIVRMY. The MHC is DRB1_0101 with pseudo-sequence DRB1_0101. The binding affinity (normalized) is 0.787. (2) The peptide sequence is ETLLRAVESYLLAHS. The MHC is DRB1_0401 with pseudo-sequence DRB1_0401. The binding affinity (normalized) is 0.637. (3) The peptide sequence is SQDLSLSWNLNGLQAY. The MHC is HLA-DQA10301-DQB10302 with pseudo-sequence HLA-DQA10301-DQB10302. The binding affinity (normalized) is 0.361.